From a dataset of Full USPTO retrosynthesis dataset with 1.9M reactions from patents (1976-2016). Predict the reactants needed to synthesize the given product. (1) Given the product [CH2:1]([C:8]1[CH:9]=[C:10]([NH:14][C:15]2[C:16]([C:17]([NH:25][C@@H:26]3[CH2:27][CH2:28][C@H:29]([NH:32][C:33]([C:35]4[N:36]=[C:37]5[CH:42]=[CH:41][CH:40]=[CH:39][N:38]5[CH:43]=4)=[O:34])[CH2:30][CH2:31]3)=[O:19])=[CH:20][C:21]([F:24])=[CH:22][N:23]=2)[CH:11]=[CH:12][CH:13]=1)[C:2]1[CH:7]=[CH:6][CH:5]=[CH:4][CH:3]=1, predict the reactants needed to synthesize it. The reactants are: [CH2:1]([C:8]1[CH:9]=[C:10]([NH:14][C:15]2[N:23]=[CH:22][C:21]([F:24])=[CH:20][C:16]=2[C:17]([OH:19])=O)[CH:11]=[CH:12][CH:13]=1)[C:2]1[CH:7]=[CH:6][CH:5]=[CH:4][CH:3]=1.[NH2:25][C@@H:26]1[CH2:31][CH2:30][C@H:29]([NH:32][C:33]([C:35]2[N:36]=[C:37]3[CH:42]=[CH:41][CH:40]=[CH:39][N:38]3[CH:43]=2)=[O:34])[CH2:28][CH2:27]1.C(N(CC)CC)C. (2) Given the product [CH3:15][C:14]1[S:16][CH:8]=[C:7]([C:6]2[CH:11]=[CH:12][CH:13]=[C:4]([N+:1]([O-:3])=[O:2])[CH:5]=2)[N:17]=1, predict the reactants needed to synthesize it. The reactants are: [N+:1]([C:4]1[CH:5]=[C:6]([CH:11]=[CH:12][CH:13]=1)[C:7](=O)[CH2:8]Br)([O-:3])=[O:2].[C:14]([NH2:17])(=[S:16])[CH3:15].